This data is from Full USPTO retrosynthesis dataset with 1.9M reactions from patents (1976-2016). The task is: Predict the reactants needed to synthesize the given product. (1) Given the product [OH:18][CH2:17][CH2:16][O:15][C:12]1[CH:11]=[CH:10][C:9]([CH2:8][C:2]([CH3:1])([CH2:25][CH2:26][CH2:27][C:28]2[CH:29]=[CH:30][CH:31]=[CH:32][CH:33]=2)[C:3]([O:5][CH2:6][CH3:7])=[O:4])=[CH:14][CH:13]=1, predict the reactants needed to synthesize it. The reactants are: [CH3:1][C:2]([CH2:25][CH2:26][CH2:27][C:28]1[CH:33]=[CH:32][CH:31]=[CH:30][CH:29]=1)([CH2:8][C:9]1[CH:14]=[CH:13][C:12]([O:15][CH2:16][CH2:17][O:18]C2CCCCO2)=[CH:11][CH:10]=1)[C:3]([O:5][CH2:6][CH3:7])=[O:4].O.C1(C)C=CC(S(O)(=O)=O)=CC=1. (2) Given the product [Cl:1][C:2]1[CH:3]=[C:4]2[C:9](=[CH:10][C:11]=1[O:12][CH3:13])[NH:8][C:7](=[O:14])[C:6]([CH:15]([NH:16][S:17]([C:19]([CH3:22])([CH3:21])[CH3:20])=[O:18])[CH3:23])=[CH:5]2, predict the reactants needed to synthesize it. The reactants are: [Cl:1][C:2]1[CH:3]=[C:4]2[C:9](=[CH:10][C:11]=1[O:12][CH3:13])[NH:8][C:7](=[O:14])[C:6]([CH:15]=[N:16][S:17]([C:19]([CH3:22])([CH3:21])[CH3:20])=[O:18])=[CH:5]2.[CH2:23](Cl)Cl.C[Mg]Br.CCCCCCC.